This data is from Peptide-MHC class II binding affinity with 134,281 pairs from IEDB. The task is: Regression. Given a peptide amino acid sequence and an MHC pseudo amino acid sequence, predict their binding affinity value. This is MHC class II binding data. (1) The binding affinity (normalized) is 0.708. The peptide sequence is DSYKFIPTLVAAVKQ. The MHC is DRB1_1101 with pseudo-sequence DRB1_1101. (2) The peptide sequence is NLKWNPDDYGGVKK. The MHC is DRB1_0301 with pseudo-sequence DRB1_0301. The binding affinity (normalized) is 0. (3) The peptide sequence is GAATVAAGAATTAAG. The MHC is DRB1_0301 with pseudo-sequence DRB1_0301. The binding affinity (normalized) is 0. (4) The peptide sequence is NDKFTVFEGAFNKAI. The MHC is DRB1_1201 with pseudo-sequence DRB1_1201. The binding affinity (normalized) is 0.151. (5) The peptide sequence is KGDEQKLRSAGELEL. The MHC is HLA-DQA10102-DQB10602 with pseudo-sequence HLA-DQA10102-DQB10602. The binding affinity (normalized) is 0.181. (6) The peptide sequence is PDTTCSEIEEFRDRA. The MHC is DRB1_0405 with pseudo-sequence DRB1_0405. The binding affinity (normalized) is 0.523. (7) The peptide sequence is QSAVVCGRRHSVRIR. The MHC is DRB1_0901 with pseudo-sequence DRB1_0901. The binding affinity (normalized) is 0.282.